This data is from Reaction yield outcomes from USPTO patents with 853,638 reactions. The task is: Predict the reaction yield, written as a fraction of the theoretical maximum amount of product (1.0 means a 100% yield; for example, 0.34 means a 34% yield). (1) The reactants are [CH3:1][O:2][C:3]1[C:4]([C:18]#[N:19])=[CH:5][S:6][C:7]=1[C:8]1[CH:17]=[CH:16][C:15]2[CH2:14][CH2:13][CH2:12]C[C:10]=2[CH:9]=1.C1C2C(=CC(B(O)O)=CC=2)CC1. No catalyst specified. The product is [CH2:14]1[C:15]2[C:16](=[CH:17][C:8]([C:7]3[S:6][CH:5]=[C:4]([C:18]#[N:19])[C:3]=3[O:2][CH3:1])=[CH:9][CH:10]=2)[CH2:12][CH2:13]1. The yield is 0.856. (2) The reactants are [CH3:1][C:2]1[N:3]=[CH:4][NH:5][C:6]=1[CH:7]=[O:8].I[CH:10]([CH3:12])[CH3:11].O. The catalyst is C1COCC1. The product is [CH3:1][C:2]1[N:3]=[CH:4][N:5]([CH:10]([CH3:12])[CH3:11])[C:6]=1[CH:7]=[O:8]. The yield is 0.100.